Dataset: Full USPTO retrosynthesis dataset with 1.9M reactions from patents (1976-2016). Task: Predict the reactants needed to synthesize the given product. (1) Given the product [ClH:42].[NH2:26][C@H:23]1[CH2:22][CH2:21][C@H:20]([CH:19]([OH:34])[C:16]2[S:17][CH:18]=[C:14]([C:12]([NH:11][CH2:10][C:3]3[C:4](=[O:9])[NH:5][C:6]([CH3:8])=[CH:7][C:2]=3[CH3:1])=[O:13])[C:15]=2[CH3:35])[CH2:25][CH2:24]1, predict the reactants needed to synthesize it. The reactants are: [CH3:1][C:2]1[CH:7]=[C:6]([CH3:8])[NH:5][C:4](=[O:9])[C:3]=1[CH2:10][NH:11][C:12]([C:14]1[C:15]([CH3:35])=[C:16]([CH:19]([OH:34])[C@H:20]2[CH2:25][CH2:24][C@H:23]([NH:26]C(=O)OC(C)(C)C)[CH2:22][CH2:21]2)[S:17][CH:18]=1)=[O:13].O1CCOCC1.[ClH:42]. (2) Given the product [Cl:1][C:2]1[CH:3]=[C:4]([S:9]([NH:12][C:13]2[C:18]([O:19][CH3:20])=[CH:17][C:16]([Cl:21])=[CH:15][N:14]=2)(=[O:11])=[O:10])[CH:5]=[N:6][C:7]=1[N:23]([CH3:24])[CH3:22], predict the reactants needed to synthesize it. The reactants are: [Cl:1][C:2]1[CH:3]=[C:4]([S:9]([NH:12][C:13]2[C:18]([O:19][CH3:20])=[CH:17][C:16]([Cl:21])=[CH:15][N:14]=2)(=[O:11])=[O:10])[CH:5]=[N:6][C:7]=1Cl.[CH3:22][NH:23][CH3:24].O. (3) Given the product [CH3:32][C:26]1([C:23]2[CH:24]=[CH:25][C:20]([B:1]3[O:3][C:10]([CH3:12])([CH3:11])[C:7]([CH3:9])([CH3:8])[O:2]3)=[CH:21][CH:22]=2)[CH2:29][S:28](=[O:31])(=[O:30])[CH2:27]1, predict the reactants needed to synthesize it. The reactants are: [BH:1]([O:3]BO)[OH:2].O[C:7]([C:10](O)([CH3:12])[CH3:11])([CH3:9])[CH3:8].C([O-])(=O)C.[K+].Br[C:20]1[CH:25]=[CH:24][C:23]([C:26]2([CH3:32])[CH2:29][S:28](=[O:31])(=[O:30])[CH2:27]2)=[CH:22][CH:21]=1. (4) Given the product [Cl:17][C:11]1[CH:12]=[CH:13][CH:14]=[C:15]([Cl:16])[C:10]=1[C:9]([NH:8][C:6]1[CH:5]=[CH:4][N:3]=[C:2]([NH:19][C:20]2[N:25]=[CH:24][CH:23]=[CH:22][N:21]=2)[CH:7]=1)=[O:18], predict the reactants needed to synthesize it. The reactants are: Br[C:2]1[CH:7]=[C:6]([NH:8][C:9](=[O:18])[C:10]2[C:15]([Cl:16])=[CH:14][CH:13]=[CH:12][C:11]=2[Cl:17])[CH:5]=[CH:4][N:3]=1.[NH2:19][C:20]1[N:25]=[CH:24][CH:23]=[CH:22][N:21]=1.CC1(C)C2C(=C(P(C3C=CC=CC=3)C3C=CC=CC=3)C=CC=2)OC2C(P(C3C=CC=CC=3)C3C=CC=CC=3)=CC=CC1=2.C([O-])([O-])=O.[Cs+].[Cs+]. (5) Given the product [O:1]1[C:5]2[CH:6]=[CH:7][C:8]([C:10]3[N:11]=[N:12][N:13]([CH2:15][C:16]([OH:18])=[O:17])[N:14]=3)=[CH:9][C:4]=2[O:3][CH2:2]1, predict the reactants needed to synthesize it. The reactants are: [O:1]1[C:5]2[CH:6]=[CH:7][C:8]([C:10]3[N:11]=[N:12][N:13]([CH2:15][C:16]([O:18]C)=[O:17])[N:14]=3)=[CH:9][C:4]=2[O:3][CH2:2]1.ClCCl.[OH-].[Na+].S([O-])([O-])(=O)=O.[Mg+2]. (6) Given the product [OH:29][Si:30]([CH3:38])([CH3:37])[C:2]1[CH:3]=[C:4]([CH:15]=[CH:16][CH:17]=1)[CH2:5][CH2:6][NH:7][C:8](=[O:14])[O:9][C:10]([CH3:13])([CH3:12])[CH3:11], predict the reactants needed to synthesize it. The reactants are: Br[C:2]1[CH:3]=[C:4]([CH:15]=[CH:16][CH:17]=1)[CH2:5][CH2:6][NH:7][C:8](=[O:14])[O:9][C:10]([CH3:13])([CH3:12])[CH3:11].CCN(C(C)C)C(C)C.C([O:29][Si:30]([CH3:38])([CH3:37])[Si:30]([O:29]CC)([CH3:38])[CH3:37])C. (7) Given the product [CH3:26][N:6]1[CH2:5][C@H:4]([C:7]([O:9][CH2:10][C:11]2[CH:16]=[CH:15][CH:14]=[CH:13][CH:12]=2)=[O:8])[N:3]([C:17]([O:19][C:20]([CH3:23])([CH3:22])[CH3:21])=[O:18])[C:2]1=[O:1], predict the reactants needed to synthesize it. The reactants are: [O:1]=[C:2]1[NH:6][CH2:5][C@H:4]([C:7]([O:9][CH2:10][C:11]2[CH:16]=[CH:15][CH:14]=[CH:13][CH:12]=2)=[O:8])[N:3]1[C:17]([O:19][C:20]([CH3:23])([CH3:22])[CH3:21])=[O:18].[H-].[Na+].[CH3:26]I.[NH4+].[Cl-]. (8) Given the product [CH3:35][N:6]1[C:7]([C:8]2[CH:13]=[C:12]([O:14][C:15]3[CH:16]=[CH:17][C:18]([NH:21][C:22]([NH:24][C:25]4[CH:30]=[CH:29][CH:28]=[C:27]([C:31]([F:32])([F:34])[F:33])[CH:26]=4)=[O:23])=[CH:19][CH:20]=3)[CH:11]=[CH:10][N:9]=2)=[N:3][N:4]=[N:5]1, predict the reactants needed to synthesize it. The reactants are: IC.[NH:3]1[C:7]([C:8]2[CH:13]=[C:12]([O:14][C:15]3[CH:20]=[CH:19][C:18]([NH:21][C:22]([NH:24][C:25]4[CH:30]=[CH:29][CH:28]=[C:27]([C:31]([F:34])([F:33])[F:32])[CH:26]=4)=[O:23])=[CH:17][CH:16]=3)[CH:11]=[CH:10][N:9]=2)=[N:6][N:5]=[N:4]1.[C:35](=O)([O-])[O-].[K+].[K+]. (9) Given the product [OH:38][NH:39][CH:3]([CH:2]([CH3:35])[CH3:1])[CH2:4][S:5]([C:8]1[CH:9]=[CH:10][C:11]([C:14]2[CH:19]=[CH:18][CH:17]=[C:16]([CH2:20][NH:21][C:22]([C:24]3[NH:33][C:32](=[O:34])[C:31]4[C:26](=[CH:27][CH:28]=[CH:29][CH:30]=4)[N:25]=3)=[O:23])[CH:15]=2)=[CH:12][CH:13]=1)(=[O:6])=[O:7], predict the reactants needed to synthesize it. The reactants are: [CH3:1][CH:2]([CH3:35])/[CH:3]=[CH:4]/[S:5]([C:8]1[CH:13]=[CH:12][C:11]([C:14]2[CH:19]=[CH:18][CH:17]=[C:16]([CH2:20][NH:21][C:22]([C:24]3[NH:33][C:32](=[O:34])[C:31]4[C:26](=[CH:27][CH:28]=[CH:29][CH:30]=4)[N:25]=3)=[O:23])[CH:15]=2)=[CH:10][CH:9]=1)(=[O:7])=[O:6].C[Si](C)(C)[O:38][NH2:39]. (10) Given the product [Cl:1][C:2]1[C:3]([C:9]2[CH:14]=[CH:13][CH:12]=[C:11]([NH:15][CH2:16][C:17]3([CH3:23])[CH2:22][CH2:21][O:20][CH2:19][CH2:18]3)[N:10]=2)=[CH:4][C:5]([NH2:25])=[N:6][CH:7]=1, predict the reactants needed to synthesize it. The reactants are: [Cl:1][C:2]1[C:3]([C:9]2[CH:14]=[CH:13][CH:12]=[C:11]([NH:15][CH2:16][C:17]3([CH3:23])[CH2:22][CH2:21][O:20][CH2:19][CH2:18]3)[N:10]=2)=[CH:4][C:5](F)=[N:6][CH:7]=1.[OH-].[NH4+:25].